Dataset: Full USPTO retrosynthesis dataset with 1.9M reactions from patents (1976-2016). Task: Predict the reactants needed to synthesize the given product. (1) Given the product [NH2:1][C:2]1([C:16]2[N:17]([CH3:21])[CH:18]=[N:19][CH:20]=2)[C:22]2=[CH:29][C:28](=[C:25]([C:26]#[N:27])[CH:24]=[CH:23]2)[O:15][C:11]2[CH:10]=[C:9]([CH:14]=[CH:13][CH:12]=2)[CH2:8][CH2:7][NH:6][CH2:5][CH2:4][CH2:3]1, predict the reactants needed to synthesize it. The reactants are: [NH2:1][C:2]([C:22]1[CH:29]=[CH:28][C:25]([C:26]#[N:27])=[C:24](F)[CH:23]=1)([C:16]1[N:17]([CH3:21])[CH:18]=[N:19][CH:20]=1)[CH2:3][CH2:4][CH2:5][NH:6][CH2:7][CH2:8][C:9]1[CH:14]=[CH:13][CH:12]=[C:11]([OH:15])[CH:10]=1.C([O-])([O-])=O.[Cs+].[Cs+]. (2) Given the product [N+:13]([C:11]1[CH:10]=[CH:9][C:8]([C:27]2[CH:26]=[CH:25][C:24]3[C:21]4[C:20](=[CH:19][CH:18]=[CH:23][CH:22]=4)[C:30]([CH3:32])([CH3:31])[C:29]=3[CH:28]=2)=[C:7]([C:1]2[CH:6]=[CH:5][CH:4]=[CH:3][CH:2]=2)[CH:12]=1)([O-:15])=[O:14], predict the reactants needed to synthesize it. The reactants are: [C:1]1([C:7]2[CH:12]=[C:11]([N+:13]([O-:15])=[O:14])[CH:10]=[CH:9][C:8]=2Br)[CH:6]=[CH:5][CH:4]=[CH:3][CH:2]=1.B(O)(O)[C:18]1[CH:23]=[CH:22][C:21]2[C:24]3[C:29]([C:30]([CH3:32])([CH3:31])[C:20]=2[CH:19]=1)=[CH:28][CH:27]=[CH:26][CH:25]=3.C([O-])([O-])=O.[Na+].[Na+].CCO. (3) Given the product [CH:1]([N:4]1[CH2:9][CH2:8][N:7]([C:10]2[S:11][C:12]3[CH:18]=[C:17]([CH2:19][N:27]([CH3:28])[CH3:26])[CH:16]=[CH:15][C:13]=3[N:14]=2)[CH2:6][CH2:5]1)([CH3:3])[CH3:2], predict the reactants needed to synthesize it. The reactants are: [CH:1]([N:4]1[CH2:9][CH2:8][N:7]([C:10]2[S:11][C:12]3[CH:18]=[C:17]([CH:19]=O)[CH:16]=[CH:15][C:13]=3[N:14]=2)[CH2:6][CH2:5]1)([CH3:3])[CH3:2].CC(O)=O.Cl.[CH3:26][NH:27][CH3:28].[BH3-]C#N.[Na+]. (4) Given the product [C:24]1([CH3:34])[CH:25]=[CH:26][C:27]([S:30]([OH:33])(=[O:31])=[O:32])=[CH:28][CH:29]=1.[CH3:1][O:2][C:3]1[CH:8]=[C:7]([N:9]2[CH2:10][CH:11]3[CH:15]([CH2:14][N:13]([CH3:17])[CH2:12]3)[CH2:16]2)[CH:6]=[CH:5][C:4]=1[C:18]1[CH:23]=[CH:22][CH:21]=[CH:20][CH:19]=1, predict the reactants needed to synthesize it. The reactants are: [CH3:1][O:2][C:3]1[CH:8]=[C:7]([N:9]2[CH2:16][CH:15]3[CH:11]([CH2:12][N:13]([CH3:17])[CH2:14]3)[CH2:10]2)[CH:6]=[CH:5][C:4]=1[C:18]1[CH:23]=[CH:22][CH:21]=[CH:20][CH:19]=1.[C:24]1([CH3:34])[CH:29]=[CH:28][C:27]([S:30]([OH:33])(=[O:32])=[O:31])=[CH:26][CH:25]=1.C(OCC)C. (5) Given the product [CH3:21][C:22]1[CH:27]=[CH:26][C:25]([S:28]([O:12][CH2:11][CH2:10][O:9][CH2:8][CH2:7][O:6][CH2:5][CH2:4][O:3][CH2:2][CH2:1][OH:13])(=[O:30])=[O:29])=[CH:24][CH:23]=1, predict the reactants needed to synthesize it. The reactants are: [CH2:1]([OH:13])[CH2:2][O:3][CH2:4][CH2:5][O:6][CH2:7][CH2:8][O:9][CH2:10][CH2:11][OH:12].C(N(CC)CC)C.[CH3:21][C:22]1[CH:27]=[CH:26][C:25]([S:28](Cl)(=[O:30])=[O:29])=[CH:24][CH:23]=1. (6) Given the product [F:1][C:2]([F:7])([F:6])[C:3]([OH:5])=[O:4].[NH2:63][C:64]1[CH:72]=[CH:71][C:67]([C:68]([NH:8][C:9]2[CH:14]=[CH:13][C:12]([N:15]3[CH2:20][CH2:19][N:18]([C:21]4[N:22]=[C:23]([NH:31][C:32]5[CH:37]=[CH:36][CH:35]=[C:34]([Cl:38])[CH:33]=5)[C:24]5[S:29](=[O:30])[CH2:28][CH2:27][C:25]=5[N:26]=4)[CH2:17][CH2:16]3)=[CH:11][CH:10]=2)=[O:69])=[CH:66][N:65]=1, predict the reactants needed to synthesize it. The reactants are: [F:1][C:2]([F:7])([F:6])[C:3]([OH:5])=[O:4].[NH2:8][C:9]1[CH:14]=[CH:13][C:12]([N:15]2[CH2:20][CH2:19][N:18]([C:21]3[N:22]=[C:23]([NH:31][C:32]4[CH:37]=[CH:36][CH:35]=[C:34]([Cl:38])[CH:33]=4)[C:24]4[S:29](=[O:30])[CH2:28][CH2:27][C:25]=4[N:26]=3)[CH2:17][CH2:16]2)=[CH:11][CH:10]=1.CN(C(ON1N=NC2C=CC=NC1=2)=[N+](C)C)C.F[P-](F)(F)(F)(F)F.[NH2:63][C:64]1[CH:72]=[CH:71][C:67]([C:68](O)=[O:69])=[CH:66][N:65]=1.FC(F)(F)C(O)=O. (7) Given the product [NH:3]1[C:4]2[CH:9]=[CH:8][CH:7]=[CH:6][C:5]=2[N:1]=[C:2]1[O:10][C:11]1[CH:12]=[CH:13][C:14]([CH2:17][CH2:18][CH:58]([N:31]([CH:32]2[CH2:33][CH2:34]2)[CH3:30])[CH2:59][CH3:60])=[CH:15][CH:16]=1, predict the reactants needed to synthesize it. The reactants are: [NH:1]1[C:5]2[CH:6]=[CH:7][CH:8]=[CH:9][C:4]=2[N:3]=[C:2]1[O:10][C:11]1[CH:16]=[CH:15][C:14]([CH2:17][CH2:18]N(CC2CC2)CCC)=[CH:13][CH:12]=1.C1([CH2:30][N:31]([CH2:58][CH2:59][CH3:60])[CH2:32][CH2:33][C:34]2C=CC(OC3N(COCC[Si](C)(C)C)C4C=CC=CC=4N=3)=CC=2)CC1.CCCC[N+](CCCC)(CCCC)CCCC.[F-]. (8) Given the product [CH:27]1([C:2]2[CH:24]=[CH:23][CH:22]=[C:21]([F:25])[C:3]=2[CH2:4][N:5]2[C:13]3[C:8](=[CH:9][CH:10]=[C:11]([C:14]([F:19])([F:18])[C:15]([OH:17])=[O:16])[CH:12]=3)[C:7]([CH3:20])=[N:6]2)[CH2:29][CH2:28]1, predict the reactants needed to synthesize it. The reactants are: Cl[C:2]1[CH:24]=[CH:23][CH:22]=[C:21]([F:25])[C:3]=1[CH2:4][N:5]1[C:13]2[C:8](=[CH:9][CH:10]=[C:11]([C:14]([F:19])([F:18])[C:15]([OH:17])=[O:16])[CH:12]=2)[C:7]([CH3:20])=[N:6]1.O.[CH:27]1(B(O)O)[CH2:29][CH2:28]1.C(=O)([O-])[O-].[Cs+].[Cs+].O1CCOCC1.O. (9) Given the product [CH2:13]([NH:15][CH2:5][C:4]1[CH:7]=[C:8]([N+:10]([O-:12])=[O:11])[CH:9]=[C:2]([CH3:1])[CH:3]=1)[CH3:14], predict the reactants needed to synthesize it. The reactants are: [CH3:1][C:2]1[CH:3]=[C:4]([CH:7]=[C:8]([N+:10]([O-:12])=[O:11])[CH:9]=1)[CH2:5]Br.[CH2:13]([NH2:15])[CH3:14].